Dataset: Reaction yield outcomes from USPTO patents with 853,638 reactions. Task: Predict the reaction yield, written as a fraction of the theoretical maximum amount of product (1.0 means a 100% yield; for example, 0.34 means a 34% yield). (1) The reactants are Br[C:2]1[CH:26]=[CH:25][C:24]([CH3:28])([CH3:27])[C:23]2[C:3]=1[CH:4]=[C:5]1[CH:22]=[C:21]3[C:8]([C:9]4[C:14]([C:15]5[C:20]3=[CH:19][CH:18]=[CH:17][CH:16]=5)=[CH:13][CH:12]=[CH:11][CH:10]=4)=[CH:7][C:6]1=2.[C:29]1([C:61]2[CH:66]=[CH:65][CH:64]=[CH:63][CH:62]=2)[CH:34]=[CH:33][C:32]([NH:35][C:36]2[C:48]3[C:47]4[C:42](=[CH:43][CH:44]=[CH:45][CH:46]=4)[C:41]4([C:60]5[CH:59]=[CH:58][CH:57]=[CH:56][C:55]=5[C:54]5[C:49]4=[CH:50][CH:51]=[CH:52][CH:53]=5)[C:40]=3[CH:39]=[CH:38][CH:37]=2)=[CH:31][CH:30]=1.CC(C)([O-])C.[Na+]. The catalyst is C([O-])(=O)C.[Pd+2].C([O-])(=O)C.C1(P(C2CCCCC2)C2C=CC=CC=2C2C=CC=CC=2)CCCCC1.C1(C)C=CC=CC=1. The product is [CH:39]1[C:40]2[C:41]3([C:60]4[CH:59]=[CH:58][CH:57]=[CH:56][C:55]=4[C:54]4[C:49]3=[CH:50][CH:51]=[CH:52][CH:53]=4)[C:42]3[C:47](=[CH:46][CH:45]=[CH:44][CH:43]=3)[C:48]=2[C:36]([N:35]([C:32]2[CH:31]=[CH:30][C:29]([C:61]3[CH:62]=[CH:63][CH:64]=[CH:65][CH:66]=3)=[CH:34][CH:33]=2)[C:2]2[CH:26]=[CH:25][C:24]([CH3:28])([CH3:27])[C:23]3[C:3]=2[CH:4]=[C:5]2[CH:22]=[C:21]4[C:8]([C:9]5[C:14]([C:15]6[C:20]4=[CH:19][CH:18]=[CH:17][CH:16]=6)=[CH:13][CH:12]=[CH:11][CH:10]=5)=[CH:7][C:6]2=3)=[CH:37][CH:38]=1. The yield is 0.550. (2) The reactants are Br[C:2]1[CH:7]=[C:6]([O:8][CH2:9][C:10]([F:13])([F:12])[F:11])[C:5]([C:14]([F:17])([F:16])[F:15])=[CH:4][C:3]=1[N+:18]([O-:20])=[O:19].[C:21]([Cu])#[N:22].Cl. The catalyst is CN1C(=O)CCC1. The product is [N+:18]([C:3]1[CH:4]=[C:5]([C:14]([F:17])([F:16])[F:15])[C:6]([O:8][CH2:9][C:10]([F:13])([F:12])[F:11])=[CH:7][C:2]=1[C:21]#[N:22])([O-:20])=[O:19]. The yield is 0.850. (3) The reactants are [CH2:1]([O:8][C:9]1[CH:14]=[C:13]([N+:15]([O-:17])=[O:16])[CH:12]=[CH:11][C:10]=1[OH:18])[C:2]1[CH:7]=[CH:6][CH:5]=[CH:4][CH:3]=1.C(=O)([O-])[O-].[K+].[K+].S(C1C=CC(C)=CC=1)(O[CH2:29][C@@H:30]1[O:32][CH2:31]1)(=O)=O.CN(C=O)C. The catalyst is O. The product is [CH2:1]([O:8][C:9]1[CH:14]=[C:13]([N+:15]([O-:17])=[O:16])[CH:12]=[CH:11][C:10]=1[O:18][CH2:29][C@H:30]1[CH2:31][O:32]1)[C:2]1[CH:3]=[CH:4][CH:5]=[CH:6][CH:7]=1. The yield is 0.870.